This data is from Catalyst prediction with 721,799 reactions and 888 catalyst types from USPTO. The task is: Predict which catalyst facilitates the given reaction. (1) Reactant: [F:1][CH:2]([F:24])[O:3][C:4]1[CH:23]=[CH:22][C:7]([C:8]([NH:10][C:11]2[CH2:16][CH2:15][CH2:14][CH2:13][C:12]=2[C:17]([O:19][CH2:20][CH3:21])=[O:18])=[O:9])=[CH:6][CH:5]=1.F[B-](F)(F)F.[H+].[H][H]. Product: [F:1][CH:2]([F:24])[O:3][C:4]1[CH:5]=[CH:6][C:7]([C:8]([NH:10][C@@H:11]2[CH2:16][CH2:15][CH2:14][CH2:13][C@@H:12]2[C:17]([O:19][CH2:20][CH3:21])=[O:18])=[O:9])=[CH:22][CH:23]=1. The catalyst class is: 5. (2) The catalyst class is: 26. Product: [Cl:15][CH2:14][C:11]1[N:10]=[N:9][C:8]([C:3]2[C:2]([F:1])=[CH:7][CH:6]=[CH:5][N:4]=2)=[CH:13][CH:12]=1. Reactant: [F:1][C:2]1[C:3]([C:8]2[N:9]=[N:10][C:11]([CH3:14])=[CH:12][CH:13]=2)=[N:4][CH:5]=[CH:6][CH:7]=1.[Cl:15]N1C(=O)N(Cl)C(=O)N(Cl)C1=O.